Dataset: NCI-60 drug combinations with 297,098 pairs across 59 cell lines. Task: Regression. Given two drug SMILES strings and cell line genomic features, predict the synergy score measuring deviation from expected non-interaction effect. Drug 1: C1=CC(=CC=C1CCCC(=O)O)N(CCCl)CCCl. Drug 2: CC1C(C(=O)NC(C(=O)N2CCCC2C(=O)N(CC(=O)N(C(C(=O)O1)C(C)C)C)C)C(C)C)NC(=O)C3=C4C(=C(C=C3)C)OC5=C(C(=O)C(=C(C5=N4)C(=O)NC6C(OC(=O)C(N(C(=O)CN(C(=O)C7CCCN7C(=O)C(NC6=O)C(C)C)C)C)C(C)C)C)N)C. Cell line: OVCAR-5. Synergy scores: CSS=17.5, Synergy_ZIP=4.93, Synergy_Bliss=11.6, Synergy_Loewe=10.9, Synergy_HSA=11.0.